From a dataset of Reaction yield outcomes from USPTO patents with 853,638 reactions. Predict the reaction yield, written as a fraction of the theoretical maximum amount of product (1.0 means a 100% yield; for example, 0.34 means a 34% yield). (1) The reactants are [I:1][C:2]1[CH:3]=[CH:4][C:5]2[N:6]([CH:8]=[C:9]([NH2:11])[N:10]=2)[N:7]=1.[C:12](Cl)(=[O:14])[CH3:13].O. The catalyst is CN(C)C(=O)C. The product is [I:1][C:2]1[CH:3]=[CH:4][C:5]2[N:6]([CH:8]=[C:9]([NH:11][C:12](=[O:14])[CH3:13])[N:10]=2)[N:7]=1. The yield is 0.900. (2) The reactants are [N:1]([C:4]1[CH:11]=[CH:10][C:7]([C:8]#[N:9])=[C:6]([C:12]([F:15])([F:14])[F:13])[CH:5]=1)=[C:2]=[S:3].[F:16][C:17]1[CH:22]=[C:21]([OH:23])[CH:20]=[CH:19][C:18]=1[NH:24][C:25]1([C:29]#N)[CH2:28][CH2:27][CH2:26]1.C[OH:32].Cl. The catalyst is CN(C=O)C.CC(C)=O.ClCCl.O. The product is [F:16][C:17]1[CH:22]=[C:21]([OH:23])[CH:20]=[CH:19][C:18]=1[N:24]1[C:2](=[S:3])[N:1]([C:4]2[CH:11]=[CH:10][C:7]([C:8]#[N:9])=[C:6]([C:12]([F:13])([F:15])[F:14])[CH:5]=2)[C:29](=[O:32])[C:25]21[CH2:28][CH2:27][CH2:26]2. The yield is 0.560.